Dataset: Forward reaction prediction with 1.9M reactions from USPTO patents (1976-2016). Task: Predict the product of the given reaction. (1) Given the reactants [CH2:1]([N:3]1[C:11]2[C:6](=[CH:7][CH:8]=[C:9]([O:12][CH3:13])[CH:10]=2)[C:5]([C:14]#[N:15])=[C:4]1[Sn](CCCC)(CCCC)CCCC)[CH3:2].I[C:30]1[CH:31]=[C:32]([OH:36])[CH:33]=[CH:34][CH:35]=1.C1COCC1.CCOCC, predict the reaction product. The product is: [CH2:1]([N:3]1[C:11]2[C:6](=[CH:7][CH:8]=[C:9]([O:12][CH3:13])[CH:10]=2)[C:5]([C:14]#[N:15])=[C:4]1[C:30]1[CH:35]=[CH:34][CH:33]=[C:32]([OH:36])[CH:31]=1)[CH3:2]. (2) Given the reactants Br[C:2]([CH3:7])([CH3:6])[C:3](=[O:5])[CH3:4].[CH:8]([NH2:21])([C:15]1[CH:20]=[CH:19][CH:18]=[CH:17][CH:16]=1)[C:9]1[CH:14]=[CH:13][CH:12]=[CH:11][CH:10]=1, predict the reaction product. The product is: [CH:8]([NH:21][C:2]([CH3:7])([CH3:6])[C:3](=[O:5])[CH3:4])([C:15]1[CH:16]=[CH:17][CH:18]=[CH:19][CH:20]=1)[C:9]1[CH:14]=[CH:13][CH:12]=[CH:11][CH:10]=1. (3) The product is: [CH3:10][N:11]1[CH:15]=[C:14]([NH:16][C:3]2[NH:8][C:7](=[O:9])[CH:6]=[CH:5][N:4]=2)[CH:13]=[N:12]1. Given the reactants CS[C:3]1[NH:8][C:7](=[O:9])[CH:6]=[CH:5][N:4]=1.[CH3:10][N:11]1[CH:15]=[C:14]([NH2:16])[CH:13]=[N:12]1, predict the reaction product.